Dataset: Full USPTO retrosynthesis dataset with 1.9M reactions from patents (1976-2016). Task: Predict the reactants needed to synthesize the given product. (1) Given the product [CH3:33][C:2]1([CH3:1])[CH2:11][CH:10]=[C:9]([C:12]2[CH:17]=[CH:16][C:15]([CH2:18][CH3:19])=[CH:14][CH:13]=2)[C:8]2[CH:7]=[C:6]([C:20]#[C:21][C:22]3[CH:23]=[CH:24][C:25]([C:26]([OH:28])=[O:27])=[CH:31][CH:32]=3)[CH:5]=[CH:4][C:3]1=2, predict the reactants needed to synthesize it. The reactants are: [CH3:1][C:2]1([CH3:33])[CH2:11][CH:10]=[C:9]([C:12]2[CH:17]=[CH:16][C:15]([CH2:18][CH3:19])=[CH:14][CH:13]=2)[C:8]2[CH:7]=[C:6]([C:20]#[C:21][C:22]3[CH:32]=[CH:31][C:25]([C:26]([O:28]CC)=[O:27])=[CH:24][CH:23]=3)[CH:5]=[CH:4][C:3]1=2.[OH-].[Na+].Cl. (2) Given the product [CH3:68][S:69]([OH:72])(=[O:71])=[O:70].[Cl:36][C:18]1[CH:17]=[C:16]([NH:15][C:13]2[C:14]3[N:6]([CH2:5][CH2:4][NH:3][C:40](=[O:41])[CH2:39][C:38]([OH:37])([CH3:44])[CH3:43])[CH:7]=[CH:8][C:9]=3[N:10]=[CH:11][N:12]=2)[CH:21]=[CH:20][C:19]=1[O:22][C:23]1[CH:28]=[CH:27][CH:26]=[C:25]([S:29]([CH2:32][CH:33]2[CH2:35][CH2:34]2)(=[O:31])=[O:30])[CH:24]=1, predict the reactants needed to synthesize it. The reactants are: Cl.Cl.[NH2:3][CH2:4][CH2:5][N:6]1[C:14]2[C:13]([NH:15][C:16]3[CH:21]=[CH:20][C:19]([O:22][C:23]4[CH:28]=[CH:27][CH:26]=[C:25]([S:29]([CH2:32][CH:33]5[CH2:35][CH2:34]5)(=[O:31])=[O:30])[CH:24]=4)=[C:18]([Cl:36])[CH:17]=3)=[N:12][CH:11]=[N:10][C:9]=2[CH:8]=[CH:7]1.[OH:37][C:38]([CH3:44])([CH3:43])[CH2:39][C:40](O)=[O:41].Cl.C(N=C=NCCCN(C)C)C.O.ON1C2C=CC=CC=2N=N1.[CH3:68][S:69]([OH:72])(=[O:71])=[O:70]. (3) Given the product [CH3:20][C:2]1([CH3:1])[C:10]2[C:5](=[CH:6][CH:7]=[C:8]([C:27]3[CH:26]=[CH:25][CH:24]=[C:23]([C:22]([F:33])([F:32])[F:21])[CH:28]=3)[CH:9]=2)[C:4](=[O:19])[CH2:3]1, predict the reactants needed to synthesize it. The reactants are: [CH3:1][C:2]1([CH3:20])[C:10]2[C:5](=[CH:6][CH:7]=[C:8](OS(C(F)(F)F)(=O)=O)[CH:9]=2)[C:4](=[O:19])[CH2:3]1.[F:21][C:22]([F:33])([F:32])[C:23]1[CH:24]=[C:25](B(O)O)[CH:26]=[CH:27][CH:28]=1. (4) Given the product [CH2:22]([O:21][CH:19]1[CH2:18][CH:17]([N:4]2[CH:3]=[C:2]([I:1])[CH:6]=[N:5]2)[CH2:20]1)[C:23]1[CH:28]=[CH:27][CH:26]=[CH:25][CH:24]=1, predict the reactants needed to synthesize it. The reactants are: [I:1][C:2]1[CH:3]=[N:4][NH:5][CH:6]=1.CN(C)C=O.CS(O[CH:17]1[CH2:20][CH:19]([O:21][CH2:22][C:23]2[CH:28]=[CH:27][CH:26]=[CH:25][CH:24]=2)[CH2:18]1)(=O)=O.C(=O)([O-])[O-].[Cs+].[Cs+]. (5) Given the product [CH3:42][C:28]1([O:31][Si:32]([CH:33]([CH3:35])[CH3:34])([CH:39]([CH3:41])[CH3:40])[CH:36]([CH3:38])[CH3:37])[CH2:29][CH2:30][N:25]([C:22]2[N:20]3[CH:21]=[C:16]([O:12][C@H:5]4[C:6]5[C:11](=[CH:10][CH:9]=[CH:8][CH:7]=5)[C@@H:2]([NH2:1])[CH2:3][CH2:4]4)[CH:17]=[CH:18][C:19]3=[N:24][N:23]=2)[CH2:26][CH2:27]1, predict the reactants needed to synthesize it. The reactants are: [NH2:1][C@@H:2]1[C:11]2[C:6](=[CH:7][CH:8]=[CH:9][CH:10]=2)[C@H:5]([OH:12])[CH2:4][CH2:3]1.[H-].[Na+].F[C:16]1[CH:17]=[CH:18][C:19]2[N:20]([C:22]([N:25]3[CH2:30][CH2:29][C:28]([CH3:42])([O:31][Si:32]([CH:39]([CH3:41])[CH3:40])([CH:36]([CH3:38])[CH3:37])[CH:33]([CH3:35])[CH3:34])[CH2:27][CH2:26]3)=[N:23][N:24]=2)[CH:21]=1. (6) Given the product [Cl:31][C:32]1[CH:60]=[C:59]([F:61])[CH:58]=[CH:57][C:33]=1[CH2:34][N:35]1[CH2:40][CH2:39][CH2:38][C@H:37]([CH2:41][O:42][C:43]2[C:52]([CH:53]3[CH2:54][CH2:55]3)=[CH:51][C:46]([C:47]([OH:49])=[O:48])=[C:45]([F:56])[CH:44]=2)[CH2:36]1, predict the reactants needed to synthesize it. The reactants are: FC1C=C(C=CC=1)CN1CCC(COC2C(C3CC3)=CC(C(OC)=O)=C(F)C=2)CC1.[Cl:31][C:32]1[CH:60]=[C:59]([F:61])[CH:58]=[CH:57][C:33]=1[CH2:34][N:35]1[CH2:40][CH2:39][CH2:38][C@H:37]([CH2:41][O:42][C:43]2[C:52]([CH:53]3[CH2:55][CH2:54]3)=[CH:51][C:46]([C:47]([O:49]C)=[O:48])=[C:45]([F:56])[CH:44]=2)[CH2:36]1. (7) Given the product [Cl:35][C:29]1[CH:30]=[C:31]([F:34])[CH:32]=[CH:33][C:28]=1[C@@H:19]1[N:20]=[C:21]([C:23]2[S:24][CH:25]=[CH:26][N:27]=2)[NH:22][C:17]([CH2:16][N:6]2[CH2:7][C:3]([F:2])([F:14])[CH2:4][C@@H:5]2[CH:8]([CH3:13])[CH2:9][C:10]([OH:12])=[O:11])=[C:18]1[C:36]([O:38][CH3:39])=[O:37], predict the reactants needed to synthesize it. The reactants are: Cl.[F:2][C:3]1([F:14])[CH2:7][NH:6][C@@H:5]([CH:8]([CH3:13])[CH2:9][C:10]([OH:12])=[O:11])[CH2:4]1.Br[CH2:16][C:17]1[NH:22][C:21]([C:23]2[S:24][CH:25]=[CH:26][N:27]=2)=[N:20][C@@H:19]([C:28]2[CH:33]=[CH:32][C:31]([F:34])=[CH:30][C:29]=2[Cl:35])[C:18]=1[C:36]([O:38][CH3:39])=[O:37].C(=O)([O-])[O-].[K+].[K+]. (8) Given the product [CH2:1]([O:2][C:3](=[O:15])[C:4]1[CH:9]=[C:8]([O:25][CH2:24][CH3:23])[CH:7]=[C:6]([NH2:11])[C:5]=1[N+:12]([O-:14])=[O:13])[CH3:16], predict the reactants needed to synthesize it. The reactants are: [CH3:1][O:2][C:3](=[O:15])[C:4]1[CH:9]=[C:8](F)[CH:7]=[C:6]([NH2:11])[C:5]=1[N+:12]([O-:14])=[O:13].[CH2:16](N(CC)CC)C.[CH3:23][CH2:24][O-:25].[Na+]. (9) Given the product [C:26]([C:22]1[CH:21]=[N:20][N:19]([CH2:18][C:17]([N:12]2[CH2:13][CH2:14][CH2:15][C:16]3[N:8]([C:5]4[CH:6]=[CH:7][C:2]([F:1])=[CH:3][CH:4]=4)[N:9]=[CH:10][C:11]2=3)=[O:25])[CH:23]=1)#[N:27], predict the reactants needed to synthesize it. The reactants are: [F:1][C:2]1[CH:7]=[CH:6][C:5]([N:8]2[C:16]3[CH2:15][CH2:14][CH2:13][N:12]([C:17](=[O:25])[CH2:18][N:19]4[CH:23]=[C:22](I)[CH:21]=[N:20]4)[C:11]=3[CH:10]=[N:9]2)=[CH:4][CH:3]=1.[CH3:26][N:27](C=O)C.